From a dataset of Experimentally validated miRNA-target interactions with 360,000+ pairs, plus equal number of negative samples. Binary Classification. Given a miRNA mature sequence and a target amino acid sequence, predict their likelihood of interaction. (1) The miRNA is hsa-miR-4524b-3p with sequence GAGACAGGUUCAUGCUGCUA. The protein sequence of the target gene is MASLEVSRSPRRSRRELEVRSPRQNKYSVLLPTYNERENLPLIVWLLVKSFSESGINYEIIIIDDGSPDGTRDVAEQLEKIYGSDRILLRPREKKLGLGTAYIHGMKHATGNYIIIMDADLSHHPKFIPEFIRKQKEGNFDIVSGTRYKGNGGVYGWDLKRKIISRGANFLTQILLRPGASDLTGSFRLYRKEVLEKLIEKCVSKGYVFQMEMIVRARQLNYTIGEVPISFVDRVYGESKLGGNEIVSFLKGLLTLFATT. Result: 0 (no interaction). (2) The miRNA is mmu-miR-32-5p with sequence UAUUGCACAUUACUAAGUUGCA. The protein sequence of the target gene is MENELPVPHTSNRASVTTNTSGTNSSSGCISSSGGGGGSGGRPTAPQISVYSGIPDRQTVQVIQQALHRQPSTAAQYLQQMYAAQQQHLMLQTAALQQQHLSSAQLQSLAAVQQASLVANRQGSTPGSSVSSQAPAQSSSLNLAASPAAAQLINRAQSVNSAAASGLAQQAVLLGNTSSPALTASQAQMYLRAQMLIFTPTATVATVQPELCTGSPARPPTPAQVQNLTLRTQQTPAAAASGPPPTQPVLPSLALKPTPSSSQPLPAPPQGRTMAQGSPAGAKPSGTDNAPETLKAGDGN.... Result: 0 (no interaction). (3) The miRNA is hsa-miR-1233-3p with sequence UGAGCCCUGUCCUCCCGCAG. The protein sequence of the target gene is MESPEEPGASMDENYFVNYTFKDRSHSGRVAQGIMKLCLEEELFADVTISVEGREFQLHRLVLSAQSCFFRSMFTSNLKEAHNRVIVLQDVSESVFQLLVDYIYHGTVKLRAEELQEIYEVSDMYQLTSLFEECSRFLARTVQVGNCLQVMWLADRHSDPELYTAAKHCAKTHLAQLQNTEEFLHLPHRLLTDIISDGVPCSQNPTEAIEAWINFNKEEREAFAESLRTSLKEIGENVHIYLIGKESSRTHSLAVSLHCAEDDSISVSGQNSLCHQITAACKHGGDLYVVGGSIPRRMWK.... Result: 0 (no interaction). (4) The miRNA is hsa-miR-6785-5p with sequence UGGGAGGGCGUGGAUGAUGGUG. The protein sequence of the target gene is MKSKKGLVAASGSDSEDEDSMDSPLDLSSSAASGKRRRRGNLPKESVQILRDWLYEHRYNAYPSEQEKALLSQQTHLSTLQVCNWFINARRRLLPDMLRKDGKDPNQFTISRRGAKISEASSIEAAMGIKNFMPTLEESPFHSCVVGPNPTLGRPVSPKPPSPGSILARPSVICHTTVTALKDGPFSLCQPIGVGQSTDVPQIAPSNFTDTSLVYPEDTCKSGPSPNPQSGLFNTPPPTPPDLNQDFSGFQLLVDVALKRAAEMELQAKLTA. Result: 0 (no interaction). (5) The miRNA is hsa-miR-106b-5p with sequence UAAAGUGCUGACAGUGCAGAU. The protein sequence of the target gene is MAELGKKYCVYCLAEVSPLRFRCTECQDIELCPECFSAGAEIGHHRRYHGYQLVDGGRFTLWGPEAEGGWTSREEQLLLDAIEQFGFGNWEDMAAHVGASRTPQEVMEHYVSMYIHGNLGKACIPDTIPNRVTDHTCPSGGPLSPSLTTPLPPLDISVAEQQQLGYMPLRDDYEIEYDQDAETLISGLSVNYDDDDVEIELKRAHVDMYVRKLKERQRRKNIARDYNLVPAFLGKDKKEKEKALKRKITKEEKELRLKLRPLYQFMSCKEFDDLFENMHKEKMLRAKIRELQRYRRNGIT.... Result: 1 (interaction). (6) The miRNA is hsa-miR-519a-3p with sequence AAAGUGCAUCCUUUUAGAGUGU. The protein sequence of the target gene is MGPASPAARGLSRRPGQPPLPLLLPLLLLLLRAQPAIGSLAGGSPGAAEAPGSAQVAGLCGRLTLHRDLRTGRWEPDPQRSRRCLRDPQRVLEYCRQMYPELQIARVEQATQAIPMERWCGGSRSGSCAHPHHQVVPFRCLPGEFVSEALLVPEGCRFLHQERMDQCESSTRRHQEAQEACSSQGLILHGSGMLLPCGSDRFRGVEYVCCPPPGTPDPSGTAVGDPSTRSWPPGSRVEGAEDEEEEESFPQPVDDYFVEPPQAEEEEETVPPPSSHTLAVVGKVTPTPRPTDGVDIYFGM.... Result: 0 (no interaction). (7) The miRNA is hsa-miR-6833-3p with sequence UUUCUCUCUCCACUUCCUCAG. The protein sequence of the target gene is MIWKRSAVLRFYSVCGLLLQGSQGQFPLTQNVTVVEGGTAILTCRVDQNDNTSLQWSNPAQQTLYFDDKKALRDNRIELVRASWHELSISVSDVSLSDEGQYTCSLFTMPVKTSKAYLTVLGVPEKPQISGFSSPVMEGDLMQLTCKTSGSKPAADIRWFKNDKEIKDVKYLKEEDANRKTFTVSSTLDFRVDRSDDGVAVICRVDHESLNATPQVAMQVLEIHYTPSVKIIPSTPFPQEGQPLILTCESKGKPLPEPVLWTKDGGELPDPDRMVVSGRELNILFLNKTDNGTYRCEATN.... Result: 1 (interaction). (8) The miRNA is hsa-miR-4472 with sequence GGUGGGGGGUGUUGUUUU. The protein sequence of the target gene is MVLLLVILIPVLVSSAGTSAHYEMLGTCRMVCDPYGGTKAPSTAATPDRGLMQSLPTFIQGPKGEAGRPGKAGPRGPPGEPGPPGPVGPPGEKGEPGRQGLPGPPGAPGLNAAGAISAATYSTVPKIAFYAGLKRQHEGYEVLKFDDVVTNLGNHYDPTTGKFTCSIPGIYFFTYHVLMRGGDGTSMWADLCKNNQVRASAIAQDADQNYDYASNSVVLHLEPGDEVYIKLDGGKAHGGNNNKYSTFSGFIIYAD. Result: 0 (no interaction). (9) The miRNA is cel-miR-83-3p with sequence UAGCACCAUAUAAAUUCAGUAA. The protein sequence of the target gene is MWRRKHPRTSGGTRGVLSGNRGVEYGSGRGHLGTFEGRWRKLPKMPEAVGTDPSTSRKMAELEEVTLDGKPLQALRVTDLKAALEQRGLAKSGQKSALVKRLKGALMLENLQKHSTPHAAFQPNSQIGEEMSQNSFIKQYLEKQQELLRQRLEREAREAAELEEASAESEDEMIHPEGVASLLPPDFQSSLERPELELSRHSPRKSSSISEEKGDSDDEKPRKGERRSSRVRQARAAKLSEGSQPAEEEEDQETPSRNLRVRADRNLKTEEEEEEEEEEEEDDEEEEGDDEGQKSREAPI.... Result: 0 (no interaction).